The task is: Predict the reactants needed to synthesize the given product.. This data is from Full USPTO retrosynthesis dataset with 1.9M reactions from patents (1976-2016). (1) Given the product [NH2:1][C:2]([NH:4][C:5]1[C:6]([C:18]([NH2:20])=[O:19])=[N:7][N:8]([C:10]2[CH:15]=[CH:14][C:13]([S:41][C:38]3[CH:39]=[CH:40][C:35]([F:34])=[CH:36][CH:37]=3)=[CH:12][C:11]=2[CH3:17])[CH:9]=1)=[O:3], predict the reactants needed to synthesize it. The reactants are: [NH2:1][C:2]([NH:4][C:5]1[C:6]([C:18]([NH2:20])=[O:19])=[N:7][N:8]([C:10]2[CH:15]=[CH:14][C:13](I)=[CH:12][C:11]=2[CH3:17])[CH:9]=1)=[O:3].C(O)CO.C(N(C(C)C)CC)(C)C.[F:34][C:35]1[CH:40]=[CH:39][C:38]([SH:41])=[CH:37][CH:36]=1.[OH-].[Na+]. (2) Given the product [CH2:1]([O:19][C:20]1[CH:21]=[C:22]([CH:25]=[C:26]([O:47][CH2:48][CH2:49][CH2:50][CH2:51][CH2:52][CH2:53][CH2:54][CH2:55][CH2:56][CH2:57][CH2:58][CH2:59][CH2:60][CH2:61][CH2:62][CH2:63][CH2:64][CH3:65])[C:27]=1[O:28][CH2:29][CH2:30][CH2:31][CH2:32][CH2:33][CH2:34][CH2:35][CH2:36][CH2:37][CH2:38][CH2:39][CH2:40][CH2:41][CH2:42][CH2:43][CH2:44][CH2:45][CH3:46])[CH2:23][Cl:68])[CH2:2][CH2:3][CH2:4][CH2:5][CH2:6][CH2:7][CH2:8][CH2:9][CH2:10][CH2:11][CH2:12][CH2:13][CH2:14][CH2:15][CH2:16][CH2:17][CH3:18], predict the reactants needed to synthesize it. The reactants are: [CH2:1]([O:19][C:20]1[CH:21]=[C:22]([CH:25]=[C:26]([O:47][CH2:48][CH2:49][CH2:50][CH2:51][CH2:52][CH2:53][CH2:54][CH2:55][CH2:56][CH2:57][CH2:58][CH2:59][CH2:60][CH2:61][CH2:62][CH2:63][CH2:64][CH3:65])[C:27]=1[O:28][CH2:29][CH2:30][CH2:31][CH2:32][CH2:33][CH2:34][CH2:35][CH2:36][CH2:37][CH2:38][CH2:39][CH2:40][CH2:41][CH2:42][CH2:43][CH2:44][CH2:45][CH3:46])[CH2:23]O)[CH2:2][CH2:3][CH2:4][CH2:5][CH2:6][CH2:7][CH2:8][CH2:9][CH2:10][CH2:11][CH2:12][CH2:13][CH2:14][CH2:15][CH2:16][CH2:17][CH3:18].S(Cl)([Cl:68])=O.